Dataset: Reaction yield outcomes from USPTO patents with 853,638 reactions. Task: Predict the reaction yield, written as a fraction of the theoretical maximum amount of product (1.0 means a 100% yield; for example, 0.34 means a 34% yield). (1) The reactants are [CH2:1]([O:8][C:9]([N:11]1[C@H:20]([C:21](O)=[O:22])[CH2:19][C:18]2[C:13](=[CH:14][CH:15]=[CH:16][CH:17]=2)[CH2:12]1)=[O:10])[C:2]1[CH:7]=[CH:6][CH:5]=[CH:4][CH:3]=1.C(Cl)(=O)C(Cl)=O.[CH3:30][O:31][CH2:32][C@H:33]([NH:40][CH2:41][C:42]1[CH:51]=[CH:50][C:45]([C:46]([O:48][CH3:49])=[O:47])=[CH:44][CH:43]=1)[C:34]1[CH:39]=[CH:38][CH:37]=[CH:36][CH:35]=1.CCN(C(C)C)C(C)C. The catalyst is C(Cl)Cl.CN(C=O)C. The product is [CH3:30][O:31][CH2:32][C@H:33]([N:40]([CH2:41][C:42]1[CH:43]=[CH:44][C:45]([C:46]([O:48][CH3:49])=[O:47])=[CH:50][CH:51]=1)[C:21]([C@@H:20]1[CH2:19][C:18]2[C:13](=[CH:14][CH:15]=[CH:16][CH:17]=2)[CH2:12][N:11]1[C:9]([O:8][CH2:1][C:2]1[CH:7]=[CH:6][CH:5]=[CH:4][CH:3]=1)=[O:10])=[O:22])[C:34]1[CH:35]=[CH:36][CH:37]=[CH:38][CH:39]=1. The yield is 0.360. (2) The reactants are [F:1][C:2]1[CH:7]=[CH:6][C:5]([F:8])=[CH:4][C:3]=1[CH:9]([S:13]([C:16]1[CH:21]=[CH:20][C:19]([CH3:22])=[CH:18][CH:17]=1)(=[O:15])=[O:14])[NH:10][CH:11]=O.P(Cl)(Cl)(Cl)=O.N1C(C)=CC=CC=1C. The catalyst is O1CCCC1. The product is [C:19]1([CH3:22])[CH:18]=[CH:17][C:16]([S:13]([CH:9]([N+:10]#[C-:11])[C:3]2[CH:4]=[C:5]([F:8])[CH:6]=[CH:7][C:2]=2[F:1])(=[O:15])=[O:14])=[CH:21][CH:20]=1. The yield is 0.680.